This data is from Catalyst prediction with 721,799 reactions and 888 catalyst types from USPTO. The task is: Predict which catalyst facilitates the given reaction. (1) Reactant: [CH3:1][C:2]1[CH:10]=[C:9]2[C:5]([C:6]([C:11]([OH:13])=O)=[N:7][NH:8]2)=[CH:4][CH:3]=1.[Cl-].[NH4+].C[N:17](C(ON1N=NC2C=CC=CC1=2)=[N+](C)C)C.F[P-](F)(F)(F)(F)F.CCN(C(C)C)C(C)C. Product: [CH3:1][C:2]1[CH:10]=[C:9]2[C:5]([C:6]([C:11]([NH2:17])=[O:13])=[N:7][NH:8]2)=[CH:4][CH:3]=1. The catalyst class is: 3. (2) Reactant: [H-].[Na+].[C:3]([O:10][CH3:11])(=[O:9])[CH2:4][C:5]([O:7][CH3:8])=[O:6].[Br:12][C:13]1[CH:14]=[C:15]2[C:20](=[CH:21][CH:22]=1)[N:19]=[C:18]([O:23][CH3:24])[C:17]([CH:25](Br)[C:26]1[CH:31]=[CH:30][CH:29]=[CH:28][CH:27]=1)=[CH:16]2. Product: [CH3:8][O:7][C:5](=[O:6])[CH:4]([CH:25]([C:17]1[C:18]([O:23][CH3:24])=[N:19][C:20]2[C:15]([CH:16]=1)=[CH:14][C:13]([Br:12])=[CH:22][CH:21]=2)[C:26]1[CH:27]=[CH:28][CH:29]=[CH:30][CH:31]=1)[C:3]([O:10][CH3:11])=[O:9]. The catalyst class is: 7. (3) Reactant: Cl[C:2]1[CH:7]=[CH:6][N:5]=[C:4](NC2C=CN=C(OC)N=2)[CH:3]=1.N[C:18]1[N:23]=[CH:22][C:21](B(O)O)=[CH:20][C:19]=1[C:27](=[O:35])[N:28](C12CC(C1)C2)[CH3:29].CC(C1C=C(C(C)C)C(C2C=CC=CC=2P(C2CCCCC2)C2CCCCC2)=C(C(C)C)C=1)C.P([O-])([O-])([O-])=O.[K+].[K+].[K+]. Product: [CH3:29][NH:28][C:27]([C:19]1[CH:20]=[C:21]([C:2]2[CH:3]=[CH:4][N:5]=[CH:6][CH:7]=2)[CH:22]=[N:23][CH:18]=1)=[O:35]. The catalyst class is: 12. (4) Reactant: FC(F)(F)C(O)=O.[Br:8][C:9]1[N:13]([CH3:14])[N:12]=[CH:11][C:10]=1[C:15]1[N:16]=[C:17]([CH3:21])[N:18]([NH2:20])[CH:19]=1.C(O)(=O)C.[CH:26](N)=[NH:27]. Product: [Br:8][C:9]1[N:13]([CH3:14])[N:12]=[CH:11][C:10]=1[C:15]1[N:16]=[C:17]([CH3:21])[N:18]([NH:20][CH:26]=[NH:27])[CH:19]=1. The catalyst class is: 868. (5) Reactant: Cl[C:2]1[N:7]=[C:6]([CH3:8])[N:5]=[C:4]([N:9]([CH2:19][C:20]2[CH:25]=[CH:24][C:23]([O:26][CH3:27])=[CH:22][CH:21]=2)[CH2:10][C:11]2[CH:16]=[CH:15][C:14]([O:17][CH3:18])=[CH:13][CH:12]=2)[N:3]=1.[F:28][C:29]1[C:34](B(O)O)=[CH:33][C:32]([CH2:38][N:39]2[CH2:44][CH2:43][S:42][CH2:41][CH2:40]2)=[CH:31][N:30]=1.C([O-])(=O)C.[K+]. Product: [F:28][C:29]1[C:34]([C:2]2[N:7]=[C:6]([CH3:8])[N:5]=[C:4]([N:9]([CH2:19][C:20]3[CH:25]=[CH:24][C:23]([O:26][CH3:27])=[CH:22][CH:21]=3)[CH2:10][C:11]3[CH:16]=[CH:15][C:14]([O:17][CH3:18])=[CH:13][CH:12]=3)[N:3]=2)=[CH:33][C:32]([CH2:38][N:39]2[CH2:44][CH2:43][S:42][CH2:41][CH2:40]2)=[CH:31][N:30]=1. The catalyst class is: 88. (6) Reactant: [F:1][C:2]1[CH:7]=[C:6]([N+:8]([O-])=O)[CH:5]=[CH:4][C:3]=1[N:11]1[CH:15]=[C:14]([CH3:16])[N:13]=[C:12]1[CH3:17]. Product: [CH3:17][C:12]1[N:11]([C:3]2[CH:4]=[CH:5][C:6]([NH2:8])=[CH:7][C:2]=2[F:1])[CH:15]=[C:14]([CH3:16])[N:13]=1. The catalyst class is: 43. (7) Reactant: [CH3:1][C:2]1[CH:7]=[CH:6][C:5]([S:8]([N:11]2[C:19]3[C:14](=[N+:15]([O-])[CH:16]=[CH:17][CH:18]=3)[CH:13]=[CH:12]2)(=[O:10])=[O:9])=[CH:4][CH:3]=1.C(=O)(OC(Cl)(Cl)Cl)OC(Cl)(Cl)[Cl:24].C(NC(C)C)(C)C.CCOC(C)=O. Product: [Cl:24][C:16]1[N:15]=[C:14]2[CH:13]=[CH:12][N:11]([S:8]([C:5]3[CH:6]=[CH:7][C:2]([CH3:1])=[CH:3][CH:4]=3)(=[O:10])=[O:9])[C:19]2=[CH:18][CH:17]=1. The catalyst class is: 2.